From a dataset of Full USPTO retrosynthesis dataset with 1.9M reactions from patents (1976-2016). Predict the reactants needed to synthesize the given product. (1) Given the product [Cl:18][C:19]1[CH:24]=[C:23]([CH2:25][N:15]2[CH2:14][CH2:13][N:12]([C:10](=[O:11])[CH2:9][O:8][CH2:1][C:2]3[CH:3]=[CH:4][CH:5]=[CH:6][CH:7]=3)[CH2:17][CH2:16]2)[CH:22]=[CH:21][N:20]=1, predict the reactants needed to synthesize it. The reactants are: [CH2:1]([O:8][CH2:9][C:10]([N:12]1[CH2:17][CH2:16][NH:15][CH2:14][CH2:13]1)=[O:11])[C:2]1[CH:7]=[CH:6][CH:5]=[CH:4][CH:3]=1.[Cl:18][C:19]1[CH:24]=[C:23]([CH2:25]Cl)[CH:22]=[CH:21][N:20]=1.C([O-])([O-])=O.[K+].[K+]. (2) Given the product [Cl:16][C:17]1[CH:18]=[C:19]([N+:24]([O-:26])=[O:25])[CH:20]=[CH:21][C:22]=1[N:5]1[CH:6]=[CH:7][CH:8]=[C:3]([O:2][CH3:1])[C:4]1=[O:9], predict the reactants needed to synthesize it. The reactants are: [CH3:1][O:2][C:3]1[C:4](=[O:9])[NH:5][CH:6]=[CH:7][CH:8]=1.CC(C)([O-])C.[K+].[Cl:16][C:17]1[CH:18]=[C:19]([N+:24]([O-:26])=[O:25])[CH:20]=[CH:21][C:22]=1F.Cl. (3) Given the product [O:15]=[C:13]([CH3:14])[CH2:12][S:1][C:2]1[CH:3]=[C:4]([B:8]([OH:10])[OH:9])[CH:5]=[CH:6][CH:7]=1, predict the reactants needed to synthesize it. The reactants are: [SH:1][C:2]1[CH:3]=[C:4]([B:8]([OH:10])[OH:9])[CH:5]=[CH:6][CH:7]=1.Cl[CH2:12][C:13](=[O:15])[CH3:14]. (4) Given the product [CH3:59][C@@H:55]1[CH2:56][CH2:57][CH2:58][N:54]1[CH2:50][CH2:51][C:52]1[O:1][C:2]2[CH:7]=[CH:6][C:5]([C:8]3[CH:9]=[C:10]([C:14](=[O:16])[CH3:15])[CH:11]=[CH:12][CH:13]=3)=[CH:4][C:3]=2[CH:53]=1, predict the reactants needed to synthesize it. The reactants are: [OH:1][C:2]1[CH:7]=[CH:6][C:5]([C:8]2[CH:13]=[CH:12][CH:11]=[C:10]([C:14](=[O:16])[CH3:15])[CH:9]=2)=[CH:4][C:3]=1I.C1(P(C2CCCCC2)C2CCCCC2)C(C2C=CC=CC=2)=CC=CC=1.C(NC(C)C)(C)C.[CH2:50]([N:54]1[CH2:58][CH2:57][CH2:56][C@H:55]1[CH3:59])[CH2:51][C:52]#[CH:53]. (5) Given the product [Cl:1][C:2]1[CH:3]=[C:4]([C:8]2[O:12][N:11]=[CH:10][C:9]=2[CH2:13][CH2:14][C:15]([O:17][CH3:23])=[O:16])[S:5][C:6]=1[Cl:7], predict the reactants needed to synthesize it. The reactants are: [Cl:1][C:2]1[CH:3]=[C:4]([C:8]2[O:12][N:11]=[CH:10][C:9]=2[CH2:13][CH2:14][C:15]([OH:17])=[O:16])[S:5][C:6]=1[Cl:7].S(=O)(=O)(O)O.[CH3:23]O.